Dataset: Catalyst prediction with 721,799 reactions and 888 catalyst types from USPTO. Task: Predict which catalyst facilitates the given reaction. (1) Reactant: [F:1][CH:2]([F:28])[C:3]1[N:7]([C:8]2[CH:13]=[C:12]([N:14]3[CH2:19][CH2:18][O:17][CH2:16][CH2:15]3)[N:11]=[C:10](S(C)(=O)=O)[N:9]=2)[C:6]2[CH:24]=[CH:25][CH:26]=[CH:27][C:5]=2[N:4]=1.Cl.C[N:31]([C@H:35]1[CH2:39][CH2:38][N:37]([C@H:40]2[CH2:45][CH2:44][C@H:43]([NH2:46])[CH2:42][CH2:41]2)[C:36]1=[O:47])[C:32](=[O:34])[OH:33].[C:48](=O)([O-])[O-].[K+].[K+].CN(C)C(=O)C. Product: [CH3:48][O:33][C:32](=[O:34])[NH:31][C@H:35]1[CH2:39][CH2:38][N:37]([C@H:40]2[CH2:45][CH2:44][C@H:43]([NH:46][C:10]3[N:9]=[C:8]([N:7]4[C:6]5[CH:24]=[CH:25][CH:26]=[CH:27][C:5]=5[N:4]=[C:3]4[CH:2]([F:28])[F:1])[CH:13]=[C:12]([N:14]4[CH2:19][CH2:18][O:17][CH2:16][CH2:15]4)[N:11]=3)[CH2:42][CH2:41]2)[C:36]1=[O:47]. The catalyst class is: 6. (2) Reactant: [F:1][C:2]([F:18])([F:17])[C:3]1([CH2:8][N:9]2[CH2:14][CH2:13][CH:12]([CH2:15][OH:16])[CH2:11][CH2:10]2)[CH2:7][CH2:6][CH2:5][CH2:4]1.[H-].[Na+].Br[C:22]1[CH:27]=[CH:26][C:25]([Br:28])=[CH:24][N:23]=1. Product: [Br:28][C:25]1[CH:26]=[CH:27][C:22]([O:16][CH2:15][CH:12]2[CH2:11][CH2:10][N:9]([CH2:8][C:3]3([C:2]([F:1])([F:17])[F:18])[CH2:4][CH2:5][CH2:6][CH2:7]3)[CH2:14][CH2:13]2)=[N:23][CH:24]=1. The catalyst class is: 1. (3) Reactant: Cl[C:2]1[CH:7]=[CH:6][C:5]([N+:8]([O-:10])=[O:9])=[CH:4][C:3]=1[O:11][CH3:12].[CH:13]1[C:18]([OH:19])=[CH:17][CH:16]=[C:15]([CH3:20])[CH:14]=1.C([O-])([O-])=O.[K+].[K+]. Product: [CH3:12][O:11][C:3]1[CH:4]=[C:5]([N+:8]([O-:10])=[O:9])[CH:6]=[CH:7][C:2]=1[O:19][C:18]1[CH:13]=[CH:14][C:15]([CH3:20])=[CH:16][CH:17]=1. The catalyst class is: 3. (4) Reactant: [F:1][C:2]1[CH:7]=[CH:6][C:5]([CH:8]=[N:9][C:10]2[C:15]([C:16]([O:18][CH3:19])=[O:17])=[N:14][CH:13]=[CH:12][N:11]=2)=[CH:4][CH:3]=1.C(O[BH-](OC(=O)C)OC(=O)C)(=O)C.[Na+].CC(O)=O.C(O[BH-](OC(=O)C)OC(=O)C)(=O)C. Product: [F:1][C:2]1[CH:3]=[CH:4][C:5]([CH2:8][NH:9][C:10]2[C:15]([C:16]([O:18][CH3:19])=[O:17])=[N:14][CH:13]=[CH:12][N:11]=2)=[CH:6][CH:7]=1. The catalyst class is: 26.